This data is from NCI-60 drug combinations with 297,098 pairs across 59 cell lines. The task is: Regression. Given two drug SMILES strings and cell line genomic features, predict the synergy score measuring deviation from expected non-interaction effect. (1) Drug 2: C1CN(CCN1C(=O)CCBr)C(=O)CCBr. Cell line: A549. Drug 1: C1CCC(C1)C(CC#N)N2C=C(C=N2)C3=C4C=CNC4=NC=N3. Synergy scores: CSS=36.8, Synergy_ZIP=-4.64, Synergy_Bliss=1.81, Synergy_Loewe=-0.498, Synergy_HSA=3.37. (2) Drug 1: C1=CC=C(C=C1)NC(=O)CCCCCCC(=O)NO. Drug 2: C(=O)(N)NO. Cell line: SW-620. Synergy scores: CSS=23.3, Synergy_ZIP=-7.67, Synergy_Bliss=-2.95, Synergy_Loewe=-46.6, Synergy_HSA=-1.66. (3) Drug 1: C1CN1P(=S)(N2CC2)N3CC3. Drug 2: C1C(C(OC1N2C=NC3=C2NC=NCC3O)CO)O. Cell line: UACC62. Synergy scores: CSS=21.5, Synergy_ZIP=-4.36, Synergy_Bliss=-2.89, Synergy_Loewe=-6.38, Synergy_HSA=-3.19. (4) Drug 1: CC1=C2C(C(=O)C3(C(CC4C(C3C(C(C2(C)C)(CC1OC(=O)C(C(C5=CC=CC=C5)NC(=O)C6=CC=CC=C6)O)O)OC(=O)C7=CC=CC=C7)(CO4)OC(=O)C)O)C)OC(=O)C. Drug 2: CC1CCCC2(C(O2)CC(NC(=O)CC(C(C(=O)C(C1O)C)(C)C)O)C(=CC3=CSC(=N3)C)C)C. Cell line: UO-31. Synergy scores: CSS=45.3, Synergy_ZIP=2.14, Synergy_Bliss=-1.82, Synergy_Loewe=2.23, Synergy_HSA=1.34. (5) Drug 1: CCC1=CC2CC(C3=C(CN(C2)C1)C4=CC=CC=C4N3)(C5=C(C=C6C(=C5)C78CCN9C7C(C=CC9)(C(C(C8N6C)(C(=O)OC)O)OC(=O)C)CC)OC)C(=O)OC.C(C(C(=O)O)O)(C(=O)O)O. Drug 2: CC(C)NC(=O)C1=CC=C(C=C1)CNNC.Cl. Cell line: HT29. Synergy scores: CSS=61.2, Synergy_ZIP=0.722, Synergy_Bliss=0.712, Synergy_Loewe=-48.5, Synergy_HSA=-1.54. (6) Drug 1: CCC1=CC2CC(C3=C(CN(C2)C1)C4=CC=CC=C4N3)(C5=C(C=C6C(=C5)C78CCN9C7C(C=CC9)(C(C(C8N6C)(C(=O)OC)O)OC(=O)C)CC)OC)C(=O)OC.C(C(C(=O)O)O)(C(=O)O)O. Drug 2: CC1C(C(CC(O1)OC2CC(CC3=C2C(=C4C(=C3O)C(=O)C5=C(C4=O)C(=CC=C5)OC)O)(C(=O)C)O)N)O.Cl. Cell line: SNB-19. Synergy scores: CSS=46.0, Synergy_ZIP=7.19, Synergy_Bliss=9.79, Synergy_Loewe=6.11, Synergy_HSA=11.7. (7) Drug 1: C1CCC(CC1)NC(=O)N(CCCl)N=O. Drug 2: COC1=C2C(=CC3=C1OC=C3)C=CC(=O)O2. Cell line: SR. Synergy scores: CSS=50.8, Synergy_ZIP=-0.490, Synergy_Bliss=-0.624, Synergy_Loewe=-11.2, Synergy_HSA=-0.129.